From a dataset of Acute oral toxicity (LD50) regression data from Zhu et al.. Regression/Classification. Given a drug SMILES string, predict its toxicity properties. Task type varies by dataset: regression for continuous values (e.g., LD50, hERG inhibition percentage) or binary classification for toxic/non-toxic outcomes (e.g., AMES mutagenicity, cardiotoxicity, hepatotoxicity). Dataset: ld50_zhu. (1) The molecule is CCCN. The rat oral LD50 is 2.20, given as -log10 of the dose in mol/kg body weight (higher means more acutely toxic). (2) The drug is Nc1cc(Cl)ccc1Cl. The rat oral LD50 is 1.75, given as -log10 of the dose in mol/kg body weight (higher means more acutely toxic).